This data is from Full USPTO retrosynthesis dataset with 1.9M reactions from patents (1976-2016). The task is: Predict the reactants needed to synthesize the given product. (1) Given the product [OH:1][C:2]1[CH:13]=[CH:12][C:5]2[N:6]=[C:7]([C:9]([NH:44][CH:45]3[CH2:46][CH2:47][N:48]([C:51]([O:53][C:54]([CH3:57])([CH3:56])[CH3:55])=[O:52])[CH2:49][CH2:50]3)=[O:11])[O:8][C:4]=2[CH:3]=1, predict the reactants needed to synthesize it. The reactants are: [OH:1][C:2]1[CH:13]=[CH:12][C:5]2[N:6]=[C:7]([C:9]([OH:11])=O)[O:8][C:4]=2[CH:3]=1.C(N(CC)CC)C.O.ON1C2C=CC=CC=2N=N1.Cl.CN(C)CCCN=C=NCC.[NH2:44][CH:45]1[CH2:50][CH2:49][N:48]([C:51]([O:53][C:54]([CH3:57])([CH3:56])[CH3:55])=[O:52])[CH2:47][CH2:46]1. (2) Given the product [CH3:40][C:39]1[CH:38]=[C:37]([CH3:41])[NH:36][C:35](=[O:42])[C:34]=1[CH2:33][NH:32][C:30]([C:29]1[C:43]([CH3:44])=[CH:4][N:3]([CH:11]([C:13]2[CH:18]=[CH:17][CH:16]=[CH:15][CH:14]=2)[CH3:12])[C:2](=[O:1])[C:28]=1[CH3:27])=[O:31], predict the reactants needed to synthesize it. The reactants are: [O:1]=[C:2]1C=C(C(O)=O)C=[CH:4][N:3]1[C@@H:11]([C:13]1[CH:18]=[CH:17][CH:16]=[CH:15][CH:14]=1)[CH3:12].BrC1C=C(C=CC=1)O[C@H](C1[CH:44]=[CH:43][C:29]([C:30]([NH:32][CH2:33][C:34]2[C:35]([OH:42])=[N:36][C:37]([CH3:41])=[CH:38][C:39]=2[CH3:40])=[O:31])=[CH:28][CH:27]=1)C. (3) Given the product [F:37][C:38]([F:44])([F:43])[CH2:39][C:40]([NH:1][C:2]1[C:3]([NH:9][CH2:10][CH:11]2[CH2:16][CH2:15][C:14]3([C:20]4[CH:21]=[CH:22][CH:23]=[CH:24][C:19]=4[C:18](=[O:25])[O:17]3)[CH2:13][CH2:12]2)=[N:4][CH:5]=[CH:6][C:7]=1[CH3:8])=[O:41], predict the reactants needed to synthesize it. The reactants are: [NH2:1][C:2]1[C:3]([NH:9][CH2:10][CH:11]2[CH2:16][CH2:15][C:14]3([C:20]4[CH:21]=[CH:22][CH:23]=[CH:24][C:19]=4[C:18](=[O:25])[O:17]3)[CH2:13][CH2:12]2)=[N:4][CH:5]=[CH:6][C:7]=1[CH3:8].O.ON1C2C=CC=CC=2N=N1.[F:37][C:38]([F:44])([F:43])[CH2:39][C:40](O)=[O:41].Cl.CN(C)CCCN=C=NCC.CCN=C=NCCCN(C)C. (4) The reactants are: COC1C=C[C:6]([C@@H:9]([N:11]([CH2:22][C:23]2[N:24]=[C:25]3[CH:30]=[CH:29][CH:28]=[C:27]([N:31]4[CH2:36][CH2:35][N:34]([CH3:37])[CH2:33][CH2:32]4)[N:26]3[C:38]=2[CH2:39][OH:40])[C@@H:12]2[C:21]3[N:20]=[CH:19][CH:18]=[CH:17][C:16]=3[CH2:15][CH2:14][CH2:13]2)[CH3:10])=CC=1. Given the product [CH3:10][CH:9]([N:11]([CH2:22][C:23]1[N:24]=[C:25]2[CH:30]=[CH:29][CH:28]=[C:27]([N:31]3[CH2:36][CH2:35][N:34]([CH3:37])[CH2:33][CH2:32]3)[N:26]2[C:38]=1[CH2:39][OH:40])[C@@H:12]1[C:21]2[N:20]=[CH:19][CH:18]=[CH:17][C:16]=2[CH2:15][CH2:14][CH2:13]1)[CH3:6], predict the reactants needed to synthesize it. (5) Given the product [CH2:13]([CH2:20][NH:21][C:2]1[CH:9]=[CH:8][C:7]([N+:10]([O-:12])=[O:11])=[CH:6][C:3]=1[CH:4]=[O:5])[C:14]1[CH:19]=[CH:18][CH:17]=[CH:16][CH:15]=1, predict the reactants needed to synthesize it. The reactants are: Cl[C:2]1[CH:9]=[CH:8][C:7]([N+:10]([O-:12])=[O:11])=[CH:6][C:3]=1[CH:4]=[O:5].[CH2:13]([CH2:20][NH2:21])[C:14]1[CH:19]=[CH:18][CH:17]=[CH:16][CH:15]=1.C(=O)([O-])[O-].[K+].[K+].